From a dataset of Antibody developability classification from SAbDab with 2,409 antibodies. Regression/Classification. Given an antibody's heavy chain and light chain sequences, predict its developability. TAP uses regression for 5 developability metrics; SAbDab uses binary classification. (1) The antibody is ['EVQLQQSGAELVKPGASVKLSCTASGFNIKDTYMHWVKQKPEQGLEWIAQIDPANGNTKYDPKFQGKATITADTSSNTAYLHLSSLTSEDSAVYYCAADPPYYGHGDYWGQGTTLTVSS', 'DIVLTQSPAIMSASLGERVTMTCTASSSVSSSNLHWYQQKPGSSPKLWIYSTSNLASGVPARFSGSGSGTSYSLTISSMEAEDAATYYCHQYHRSPYTFGGGTKLEIK']. Result: 0 (not developable). (2) The antibody is ['QVQLVQSGAEVKKPGASVKVSCKASGYTFTGYYMHWVRQAPGQGLEWMGWINPNSGGTNYAQKFQGRVTMTRDTSISTAYMELSRLRSDDTAVYYCARSPNPYYYDSSGYYYPGAFDIWGQGTMVTVSS', 'QPGLTQPPSVSVAPGQTARITCGGNNIGSKSVHWYQQKPGQAPVLVVYDDSDRPSGIPERFSGSNSGNTATLTISRVEAGDEADYYCQVWDSSSDHYVFGTGTKVTVL']. Result: 0 (not developable). (3) The antibody is ['1rzk', '1rzk_L']. Result: 0 (not developable). (4) Result: 0 (not developable). The antibody is ['QVQLQESGPGLVRPSETLSVTCIVSGGSISNYYWTWIRQSPGKGLEWIGYISDRETTTYNPSLNSRAVISRDTSKNQLSLQLRSVTTADTAIYFCATARRGQRIYGVVSFGEFFYYYYMDVWGKGTAVTVSS', 'SPLSVALGETARISCGRQALGSRAVQWYQHKPGQAPILLIYNNQDRPSGIPERFSGTPDINFGTTATLTISGVEVGDEADYYCHMWDSRSGFSWSFGGATRLTVL']. (5) Result: 0 (not developable). The antibody is ['EVKLQESGPGLVQPSQSLSITCTVSGFSLTDYGVHWVRQSPGKGLEWLGVIWSGGGTAYTAAFISRLNIYKDNSKNQVFFEMNSLQANDTAMYYCARRGSYPYNYFDVWGQGTTVTVSS', 'QAVVTQESALTTSPGETVTLTCRSSTGAVTTSNYANWVQEKPDHLFTGLIGGNNNRPPGVPARFSGSLIGDKAALTIAGTQTEDEAIYFCALWYSNHWVFGGGTRLTVL'].